Dataset: Full USPTO retrosynthesis dataset with 1.9M reactions from patents (1976-2016). Task: Predict the reactants needed to synthesize the given product. Given the product [Cl:1][C:2]1[CH:3]=[N:4][C:5]2[NH:6][C:7]3[CH:8]=[CH:9][C:10]([N:30]4[CH2:35][CH2:34][N:33]([CH3:36])[CH2:32][CH2:31]4)=[C:11]([CH:29]=3)[CH2:12][CH2:13][C:14]3[CH:22]=[C:18]([NH:19][C:20]=1[N:21]=2)[C:17]([S:23]([CH3:26])(=[O:25])=[O:24])=[CH:16][CH:15]=3, predict the reactants needed to synthesize it. The reactants are: [Cl:1][C:2]1[CH:3]=[N:4][C:5]2[NH:6][C:7]3[CH:8]=[CH:9][C:10]([N:30]4[CH2:35][CH2:34][N:33]([CH3:36])[CH2:32][CH2:31]4)=[C:11]([CH:29]=3)[CH2:12][CH2:13][C:14]3[CH:22]=[C:18]([NH:19][C:20]=1[N:21]=2)[C:17]([S:23]([CH:26](C)C)(=[O:25])=[O:24])=[CH:16][CH:15]=3.ClC1C=NC2NC3C=CC(N4CCN(C)CC4)=C(C=3)C=CC3C=C(NC=1N=2)C(S(C(C)C)(=O)=O)=CC=3.